Predict the product of the given reaction. From a dataset of Forward reaction prediction with 1.9M reactions from USPTO patents (1976-2016). Given the reactants [NH:1]1[CH2:5][CH2:4][C@@H:3]([NH:6][C:7]([C:9]2[C:13]3[N:14]=[CH:15][N:16]=[C:17]([C:18]4[C:26]5[O:25][CH2:24][O:23][C:22]=5[CH:21]=[CH:20][C:19]=4[O:27][CH2:28][CH2:29][CH2:30][CH3:31])[C:12]=3[NH:11][CH:10]=2)=[O:8])[CH2:2]1.Cl[C:33]([C@@H:35]([O:37]C(=O)C)[CH3:36])=[O:34], predict the reaction product. The product is: [OH:37][C@@H:35]([CH3:36])[C:33]([N:1]1[CH2:5][CH2:4][C@@H:3]([NH:6][C:7]([C:9]2[C:13]3[N:14]=[CH:15][N:16]=[C:17]([C:18]4[C:26]5[O:25][CH2:24][O:23][C:22]=5[CH:21]=[CH:20][C:19]=4[O:27][CH2:28][CH2:29][CH2:30][CH3:31])[C:12]=3[NH:11][CH:10]=2)=[O:8])[CH2:2]1)=[O:34].